Dataset: Forward reaction prediction with 1.9M reactions from USPTO patents (1976-2016). Task: Predict the product of the given reaction. Given the reactants [C:1]([C:4]1[C:29]([NH:30][C:31]2[CH:36]=[CH:35][C:34]([I:37])=[CH:33][C:32]=2[F:38])=[C:28]([F:39])[C:27]([F:40])=[CH:26][C:5]=1[O:6][C:7]1[CH:8]=[C:9]([CH:23]=[CH:24][CH:25]=1)[CH2:10][NH:11][S:12]([NH:15]C(=O)OC(C)(C)C)(=[O:14])=[O:13])(=[O:3])[NH2:2].FC(F)(F)C(O)=O, predict the reaction product. The product is: [F:39][C:28]1[C:29]([NH:30][C:31]2[CH:36]=[CH:35][C:34]([I:37])=[CH:33][C:32]=2[F:38])=[C:4]([C:5]([O:6][C:7]2[CH:25]=[CH:24][CH:23]=[C:9]([CH2:10][NH:11][S:12](=[O:14])(=[O:13])[NH2:15])[CH:8]=2)=[CH:26][C:27]=1[F:40])[C:1]([NH2:2])=[O:3].